Dataset: Peptide-MHC class I binding affinity with 185,985 pairs from IEDB/IMGT. Task: Regression. Given a peptide amino acid sequence and an MHC pseudo amino acid sequence, predict their binding affinity value. This is MHC class I binding data. (1) The peptide sequence is FTNKLINGY. The MHC is HLA-B57:01 with pseudo-sequence HLA-B57:01. The binding affinity (normalized) is 0.349. (2) The peptide sequence is RKIYDLIEL. The MHC is HLA-A33:01 with pseudo-sequence HLA-A33:01. The binding affinity (normalized) is 0. (3) The peptide sequence is TPQDLNTML. The MHC is HLA-A31:01 with pseudo-sequence HLA-A31:01. The binding affinity (normalized) is 0. (4) The peptide sequence is VEAMVSRARI. The MHC is HLA-B18:01 with pseudo-sequence HLA-B18:01. The binding affinity (normalized) is 0.180. (5) The peptide sequence is KNNFWFWEY. The MHC is HLA-A02:11 with pseudo-sequence HLA-A02:11. The binding affinity (normalized) is 0.0847. (6) The peptide sequence is TSASEIKDR. The MHC is HLA-A68:01 with pseudo-sequence HLA-A68:01. The binding affinity (normalized) is 0.788.